This data is from Peptide-MHC class II binding affinity with 134,281 pairs from IEDB. The task is: Regression. Given a peptide amino acid sequence and an MHC pseudo amino acid sequence, predict their binding affinity value. This is MHC class II binding data. The peptide sequence is AEAMSQVTNSATIMM. The MHC is DRB1_0103 with pseudo-sequence DRB1_0103. The binding affinity (normalized) is 0.213.